This data is from Peptide-MHC class I binding affinity with 185,985 pairs from IEDB/IMGT. The task is: Regression. Given a peptide amino acid sequence and an MHC pseudo amino acid sequence, predict their binding affinity value. This is MHC class I binding data. The peptide sequence is YTGAMTSKF. The MHC is HLA-A03:01 with pseudo-sequence HLA-A03:01. The binding affinity (normalized) is 0.213.